The task is: Predict the product of the given reaction.. This data is from Forward reaction prediction with 1.9M reactions from USPTO patents (1976-2016). (1) Given the reactants [Cl:1][C:2]1[CH:27]=[CH:26][C:5]([O:6][CH2:7][C:8]([N:10]2[CH2:15][C@H:14]([CH3:16])[N:13]([CH2:17][C:18]3[CH:23]=[CH:22][C:21]([F:24])=[CH:20][CH:19]=3)[CH2:12][C@H:11]2[CH3:25])=[O:9])=[C:4]([CH2:28]Cl)[CH:3]=1.[CH3:30][P:31]([O:35]CC)[O:32][CH2:33][CH3:34], predict the reaction product. The product is: [CH2:33]([O:32][P:31]([CH2:28][C:4]1[CH:3]=[C:2]([Cl:1])[CH:27]=[CH:26][C:5]=1[O:6][CH2:7][C:8]([N:10]1[CH2:15][C@H:14]([CH3:16])[N:13]([CH2:17][C:18]2[CH:23]=[CH:22][C:21]([F:24])=[CH:20][CH:19]=2)[CH2:12][C@H:11]1[CH3:25])=[O:9])([CH3:30])=[O:35])[CH3:34]. (2) Given the reactants [CH3:1][C:2]1[CH:10]=[C:9]([N+:11]([O-:13])=[O:12])[CH:8]=[CH:7][C:3]=1[C:4]([OH:6])=[O:5].[C:14](Cl)(=O)C(Cl)=O.CO, predict the reaction product. The product is: [CH3:1][C:2]1[CH:10]=[C:9]([N+:11]([O-:13])=[O:12])[CH:8]=[CH:7][C:3]=1[C:4]([O:6][CH3:14])=[O:5]. (3) The product is: [Br:22][C:23]1[CH:28]=[CH:27][C:26]([S:29]([NH:1][CH2:2][C@@H:3]2[CH2:7][CH2:6][CH2:5][N:4]2[C:8]([O:10][C:11]([CH3:14])([CH3:13])[CH3:12])=[O:9])(=[O:31])=[O:30])=[CH:25][CH:24]=1. Given the reactants [NH2:1][CH2:2][C@@H:3]1[CH2:7][CH2:6][CH2:5][N:4]1[C:8]([O:10][C:11]([CH3:14])([CH3:13])[CH3:12])=[O:9].CCN(CC)CC.[Br:22][C:23]1[CH:28]=[CH:27][C:26]([S:29](Cl)(=[O:31])=[O:30])=[CH:25][CH:24]=1, predict the reaction product. (4) Given the reactants C(=O)([O-])[O-].[Cs+].[Cs+].[Cl:7][C:8]1[N:9]=[N:10][C:11](Cl)=[CH:12][CH:13]=1.[CH2:15]([O:17][C:18](=[O:25])[CH2:19][C:20]([O:22][CH2:23][CH3:24])=[O:21])[CH3:16].O, predict the reaction product. The product is: [CH2:15]([O:17][C:18](=[O:25])[CH:19]([C:11]1[N:10]=[N:9][C:8]([Cl:7])=[CH:13][CH:12]=1)[C:20]([O:22][CH2:23][CH3:24])=[O:21])[CH3:16]. (5) Given the reactants [Br:1][C:2]1[CH:7]=[CH:6][CH:5]=[C:4]([F:8])[CH:3]=1.[CH3:9][Si:10](Cl)([CH3:12])[CH3:11].C([N-]C(C)C)(C)C.[Li+].S(=O)(=O)(O)O, predict the reaction product. The product is: [Br:1][C:2]1[CH:7]=[CH:6][CH:5]=[C:4]([F:8])[C:3]=1[Si:10]([CH3:12])([CH3:11])[CH3:9]. (6) Given the reactants [Cl:1][C:2]1[N:7]=[CH:6][C:5]([OH:8])=[CH:4][N:3]=1.C1(C)C(S(O[CH2:19][CH:20]2[CH2:25][O:24][C:23]([CH3:27])([CH3:26])[O:22][CH2:21]2)(=O)=O)=CC=CC=1.C(=O)([O-])[O-].[Cs+].[Cs+].O, predict the reaction product. The product is: [Cl:1][C:2]1[N:7]=[CH:6][C:5]([O:8][CH2:19][CH:20]2[CH2:25][O:24][C:23]([CH3:27])([CH3:26])[O:22][CH2:21]2)=[CH:4][N:3]=1. (7) The product is: [C:25]([CH2:24][CH2:23][C:22]1[CH:21]=[CH:20][CH:19]([CH:17]=[CH:9][C:8]([C:7]2[C:2]([OH:1])=[CH:3][CH:4]=[CH:5][C:6]=2[O:11][CH2:12][C:13]([OH:15])=[O:14])=[O:10])[CH2:29][CH:28]=1)([OH:27])=[O:26]. Given the reactants [OH:1][C:2]1[C:7]([C:8](=[O:10])[CH3:9])=[C:6]([O:11][CH2:12][C:13]([O:15]C)=[O:14])[CH:5]=[CH:4][CH:3]=1.[CH:17]([C:19]1[CH:29]=[CH:28][C:22]([CH:23]=[CH:24][C:25]([OH:27])=[O:26])=[CH:21][CH:20]=1)=O.O.[OH-].[K+], predict the reaction product. (8) Given the reactants [NH2:1][C:2]1[CH:14]=[CH:13][C:12]([C:15]2[CH:16]=[N:17][N:18]([CH2:20][CH2:21][CH2:22][OH:23])[CH:19]=2)=[CH:11][C:3]=1[C:4]([N:6](CC)[CH2:7]C)=[O:5].NC1C(C(NC)=O)=C([F:35])C(Br)=CC=1, predict the reaction product. The product is: [NH2:1][C:2]1[C:3]([C:4]([NH:6][CH3:7])=[O:5])=[C:11]([F:35])[C:12]([C:15]2[CH:16]=[N:17][N:18]([CH2:20][CH2:21][CH2:22][OH:23])[CH:19]=2)=[CH:13][CH:14]=1.